Dataset: Catalyst prediction with 721,799 reactions and 888 catalyst types from USPTO. Task: Predict which catalyst facilitates the given reaction. (1) Reactant: Cl[C:2]1[N:12]=[C:11]([NH:13][C:14]2[CH:19]=[CH:18][C:17]([N:20]3[CH2:25][CH2:24][N:23]([C:26]([O:28][C:29]([CH3:32])([CH3:31])[CH3:30])=[O:27])[CH2:22][CH2:21]3)=[CH:16][C:15]=2[O:33][CH3:34])[C:5]2[C:6](=[O:10])[NH:7][N:8]=[CH:9][C:4]=2[CH:3]=1.[Cl:35][C:36]1[CH:37]=[C:38]([NH2:43])[CH:39]=[C:40]([Cl:42])[CH:41]=1.C1(P(C2CCCCC2)C2C=CC=CC=2C2C(C(C)C)=CC(C(C)C)=CC=2C(C)C)CCCCC1.CC(C)([O-])C.[K+]. Product: [Cl:35][C:36]1[CH:37]=[C:38]([NH:43][C:2]2[N:12]=[C:11]([NH:13][C:14]3[CH:19]=[CH:18][C:17]([N:20]4[CH2:25][CH2:24][N:23]([C:26]([O:28][C:29]([CH3:30])([CH3:32])[CH3:31])=[O:27])[CH2:22][CH2:21]4)=[CH:16][C:15]=3[O:33][CH3:34])[C:5]3[C:6](=[O:10])[NH:7][N:8]=[CH:9][C:4]=3[CH:3]=2)[CH:39]=[C:40]([Cl:42])[CH:41]=1. The catalyst class is: 107. (2) Reactant: [CH3:1][C:2]1[C:7]([O:8][CH3:9])=[C:6]([CH3:10])[C:5]([CH2:11][S@@:12]([C:14]2[NH:18][C:17]3[CH:19]=[C:20]([O:23][CH3:24])[CH:21]=[CH:22][C:16]=3[N:15]=2)=[O:13])=[N:4][CH:3]=1.[CH:25]1([C@H:31]([NH2:33])[CH3:32])[CH2:30][CH2:29][CH2:28][CH2:27][CH2:26]1. Product: [CH:25]1([C@H:31]([NH3+:33])[CH3:32])[CH2:30][CH2:29][CH2:28][CH2:27][CH2:26]1.[CH3:24][O:23][C:20]1[CH:21]=[CH:22][C:16]2[NH:15][C:14]([S@:12]([CH2:11][C:5]3[C:6]([CH3:10])=[C:7]([O:8][CH3:9])[C:2]([CH3:1])=[CH:3][N:4]=3)=[O:13])=[N:18][C:17]=2[CH:19]=1. The catalyst class is: 10. (3) Reactant: N1C2C(=CC=CC=2)C=C[CH:2]=1.[C:11]([CH:15]1[CH2:24][CH2:23][C:22]2[N:21]=[C:20]3[S:25][C:26]([SH:28])=[N:27][C:19]3=[CH:18][C:17]=2[CH2:16]1)([CH3:14])([CH3:13])[CH3:12].C([O-])([O-])=O.[K+].[K+].IC. Product: [C:11]([CH:15]1[CH2:24][CH2:23][C:22]2[N:21]=[C:20]3[S:25][C:26]([S:28][CH3:2])=[N:27][C:19]3=[CH:18][C:17]=2[CH2:16]1)([CH3:14])([CH3:12])[CH3:13]. The catalyst class is: 18. (4) Reactant: [Cl:1][C:2]1[CH:11]=[C:6]([C:7]([O:9][CH3:10])=[O:8])[C:5]([NH2:12])=[CH:4][CH:3]=1.[C:13]1([CH3:23])[CH:18]=[CH:17][C:16]([S:19](Cl)(=[O:21])=[O:20])=[CH:15][CH:14]=1.O. Product: [Cl:1][C:2]1[CH:3]=[CH:4][C:5]([NH:12][S:19]([C:16]2[CH:17]=[CH:18][C:13]([CH3:23])=[CH:14][CH:15]=2)(=[O:21])=[O:20])=[C:6]([C:7]([O:9][CH3:10])=[O:8])[CH:11]=1. The catalyst class is: 17. (5) The catalyst class is: 24. Reactant: C[O:2][C:3](=[O:15])[CH2:4][C:5]1[CH:10]=[CH:9][C:8]([S:11][CH2:12][O:13][CH3:14])=[CH:7][CH:6]=1.O1CCCC1.[OH-].[Li+]. Product: [CH3:14][O:13][CH2:12][S:11][C:8]1[CH:9]=[CH:10][C:5]([CH2:4][C:3]([OH:15])=[O:2])=[CH:6][CH:7]=1.